From a dataset of Experimentally validated miRNA-target interactions with 360,000+ pairs, plus equal number of negative samples. Binary Classification. Given a miRNA mature sequence and a target amino acid sequence, predict their likelihood of interaction. (1) The miRNA is hsa-miR-6499-3p with sequence AGCAGUGUUUGUUUUGCCCACA. The protein sequence of the target gene is MSEDSEVVLQLPSAPVGAGGESLPELSPETATPEPPSSAAVSPGTEEPPGDTKKKIDILLKAVGDTPIMKTKKWAVERTRTIQGLIDFIKKFLKLVASEQLFIYVNQSFAPSPDQEVGTLYECFGSDGKLVLHYCKSQAWG. Result: 0 (no interaction). (2) The miRNA is hsa-miR-548e-3p with sequence AAAAACUGAGACUACUUUUGCA. The protein sequence of the target gene is MADRTAPRCQLRLEWVYGYRGHQCRNNLYYTAGKEVVYFVAGVGVVYNTREHSQKFFLGHNDDIISLALHPDKTLVATGQVGKEPYICIWDSYNVQTVSLLKDVHTHGVACLAFDSDGQRLASVGLDAKNTVCIWDWRKGKLLASATGHSDRIFDISWDPYQPNRVVSCGVKHIKFWTLCGNALTAKRGIFGKTGDLQTILCLACAKEDITYSGALNGDIYVWKGLNLVRTIQGAHSAGIFSMYACEEGFATGGRDGCIRLWDTDFKPITKIDLRETEQGYKGLSIRSVCWKADRLLAGT.... Result: 1 (interaction). (3) The miRNA is hsa-miR-6819-3p with sequence AAGCCUCUGUCCCCACCCCAG. The protein sequence of the target gene is MAQPGTLNLNNEVVKMRKEVKRIRVLVIRKLVRSVGRLKSKKGTEDALLKNQRRAQRLLEEIHAMKELKPDIVTKSALGDDINFEKIFKKPDSTATERAIARLAVHPLLKKKIDVLKAAVQAFKEARQNVAEVESSKNASEDNHSENTLYSNDNGSNLQREATVISEQKVKETKILAKKPIHNSKEKIAKMEHGPKAVTIANSPSKPSEKDSVVSLESQKTPADPKLKTLSQTKKNKGSDSSLSGNSDGGEEFCEEEKEYFDDSTEERFYKQSSMSEDSDSGDDFFIGKVRRTRKKESSC.... Result: 1 (interaction).